Dataset: NCI-60 drug combinations with 297,098 pairs across 59 cell lines. Task: Regression. Given two drug SMILES strings and cell line genomic features, predict the synergy score measuring deviation from expected non-interaction effect. (1) Drug 1: CC1C(C(CC(O1)OC2CC(CC3=C2C(=C4C(=C3O)C(=O)C5=C(C4=O)C(=CC=C5)OC)O)(C(=O)C)O)N)O.Cl. Drug 2: CC1=CC=C(C=C1)C2=CC(=NN2C3=CC=C(C=C3)S(=O)(=O)N)C(F)(F)F. Cell line: HCT116. Synergy scores: CSS=54.1, Synergy_ZIP=1.62, Synergy_Bliss=0.851, Synergy_Loewe=-10.7, Synergy_HSA=2.52. (2) Drug 1: C1CC(=O)NC(=O)C1N2CC3=C(C2=O)C=CC=C3N. Drug 2: CC(C1=C(C=CC(=C1Cl)F)Cl)OC2=C(N=CC(=C2)C3=CN(N=C3)C4CCNCC4)N. Cell line: UO-31. Synergy scores: CSS=1.97, Synergy_ZIP=-1.33, Synergy_Bliss=-0.984, Synergy_Loewe=-5.76, Synergy_HSA=-1.38. (3) Drug 1: CC1=C2C(C(=O)C3(C(CC4C(C3C(C(C2(C)C)(CC1OC(=O)C(C(C5=CC=CC=C5)NC(=O)OC(C)(C)C)O)O)OC(=O)C6=CC=CC=C6)(CO4)OC(=O)C)OC)C)OC. Drug 2: COCCOC1=C(C=C2C(=C1)C(=NC=N2)NC3=CC=CC(=C3)C#C)OCCOC.Cl. Cell line: MALME-3M. Synergy scores: CSS=36.4, Synergy_ZIP=6.80, Synergy_Bliss=7.14, Synergy_Loewe=3.14, Synergy_HSA=8.10. (4) Drug 1: CC1C(C(CC(O1)OC2CC(CC3=C2C(=C4C(=C3O)C(=O)C5=C(C4=O)C(=CC=C5)OC)O)(C(=O)CO)O)N)O.Cl. Drug 2: C1CN(P(=O)(OC1)NCCCl)CCCl. Cell line: COLO 205. Synergy scores: CSS=-2.01, Synergy_ZIP=3.27, Synergy_Bliss=8.87, Synergy_Loewe=0.368, Synergy_HSA=1.60. (5) Drug 1: COC1=NC(=NC2=C1N=CN2C3C(C(C(O3)CO)O)O)N. Drug 2: N.N.Cl[Pt+2]Cl. Cell line: HCC-2998. Synergy scores: CSS=19.5, Synergy_ZIP=-8.29, Synergy_Bliss=-2.89, Synergy_Loewe=-3.27, Synergy_HSA=0.120. (6) Drug 1: CC1C(C(CC(O1)OC2CC(CC3=C2C(=C4C(=C3O)C(=O)C5=C(C4=O)C(=CC=C5)OC)O)(C(=O)C)O)N)O.Cl. Drug 2: C1CN(P(=O)(OC1)NCCCl)CCCl. Cell line: NCI-H522. Synergy scores: CSS=11.4, Synergy_ZIP=-4.26, Synergy_Bliss=3.21, Synergy_Loewe=-16.5, Synergy_HSA=3.90. (7) Drug 1: CC1=C2C(C(=O)C3(C(CC4C(C3C(C(C2(C)C)(CC1OC(=O)C(C(C5=CC=CC=C5)NC(=O)OC(C)(C)C)O)O)OC(=O)C6=CC=CC=C6)(CO4)OC(=O)C)OC)C)OC. Drug 2: CC1=C2C(C(=O)C3(C(CC4C(C3C(C(C2(C)C)(CC1OC(=O)C(C(C5=CC=CC=C5)NC(=O)OC(C)(C)C)O)O)OC(=O)C6=CC=CC=C6)(CO4)OC(=O)C)O)C)O. Cell line: MCF7. Synergy scores: CSS=46.6, Synergy_ZIP=-3.28, Synergy_Bliss=-4.06, Synergy_Loewe=-1.18, Synergy_HSA=3.59.